The task is: Predict the reaction yield, written as a fraction of the theoretical maximum amount of product (1.0 means a 100% yield; for example, 0.34 means a 34% yield).. This data is from Reaction yield outcomes from USPTO patents with 853,638 reactions. (1) The reactants are [C:1]1([CH2:7][CH2:8][CH2:9][CH2:10][O:11][CH2:12][CH2:13][CH:14]=[O:15])[CH:6]=[CH:5][CH:4]=[CH:3][CH:2]=1.[CH2:16]([Mg]Br)[CH2:17][CH:18]=[CH2:19].C(O)(=O)C. The catalyst is C1COCC1. The product is [C:1]1([CH2:7][CH2:8][CH2:9][CH2:10][O:11][CH2:12][CH2:13][CH:14]([OH:15])[CH2:19][CH2:18][CH:17]=[CH2:16])[CH:6]=[CH:5][CH:4]=[CH:3][CH:2]=1. The yield is 0.540. (2) The reactants are [CH:1]1([C:4]2[CH:5]=[CH:6][C:7]([NH:12][C:13]3[CH:18]=[C:17]([F:19])[CH:16]=[CH:15][C:14]=3[N+:20]([O-])=O)=[C:8]([CH:11]=2)[C:9]#[N:10])[CH2:3][CH2:2]1.[Sn](Cl)[Cl:24]. The catalyst is C(O)C.Cl. The product is [ClH:24].[CH:1]1([C:4]2[CH:5]=[CH:6][C:7]3[NH:12][C:13]4[CH:18]=[C:17]([F:19])[CH:16]=[CH:15][C:14]=4[N:20]=[C:9]([NH2:10])[C:8]=3[CH:11]=2)[CH2:3][CH2:2]1. The yield is 0.610. (3) The reactants are [C:1]([C:5]1[S:9][C:8]([C:10]([OH:12])=O)=[CH:7][CH:6]=1)([CH3:4])([CH3:3])[CH3:2].CN(C(ON1N=NC2C=CC=NC1=2)=[N+](C)C)C.F[P-](F)(F)(F)(F)F.[NH2:37][C@@H:38]([CH2:46][C:47]1[CH:52]=[CH:51][C:50]([OH:53])=[CH:49][CH:48]=1)[C:39]([O:41][C:42]([CH3:45])([CH3:44])[CH3:43])=[O:40]. The catalyst is CN(C=O)C. The product is [C:1]([C:5]1[S:9][C:8]([C:10]([NH:37][C@H:38]([C:39]([O:41][C:42]([CH3:45])([CH3:44])[CH3:43])=[O:40])[CH2:46][C:47]2[CH:52]=[CH:51][C:50]([OH:53])=[CH:49][CH:48]=2)=[O:12])=[CH:7][CH:6]=1)([CH3:2])([CH3:3])[CH3:4]. The yield is 0.890. (4) The reactants are Cl[C:2]1[N:10]=[CH:9][N:8]=[C:7]2[C:3]=1[NH:4][CH:5]=[N:6]2.[C:11]1([CH:17]([CH2:19][OH:20])[NH2:18])[CH:16]=[CH:15][CH:14]=[CH:13][CH:12]=1.C(N(CC)CC)C. The catalyst is C(O)CCC. The product is [C:11]1([CH:17]([NH:18][C:2]2[N:10]=[CH:9][N:8]=[C:7]3[C:3]=2[NH:4][CH:5]=[N:6]3)[CH2:19][OH:20])[CH:16]=[CH:15][CH:14]=[CH:13][CH:12]=1. The yield is 0.820. (5) The reactants are [Br:1][C:2]1[CH:7]=[CH:6][C:5]([NH:8]N)=[C:4]([CH3:10])[CH:3]=1.[CH:11](=O)[CH2:12][CH3:13]. The catalyst is C(O)C.Cl.[Cl-].[Cl-].[Zn+2]. The product is [Br:1][C:2]1[CH:7]=[C:6]2[C:5](=[C:4]([CH3:10])[CH:3]=1)[NH:8][CH:11]=[C:12]2[CH3:13]. The yield is 0.200. (6) The reactants are [CH3:1][O:2][C:3]1[C:12]([NH:13][C:14](=[O:18])OCC)=[N:11][C:10]2[C:5](=[CH:6][CH:7]=[C:8]([O:19][CH3:20])[CH:9]=2)[N:4]=1.[N:21]1[CH:26]=[CH:25][CH:24]=[N:23][C:22]=1[N:27]1[CH2:32][CH2:31][NH:30][CH2:29][CH2:28]1. No catalyst specified. The product is [CH3:1][O:2][C:3]1[C:12]([NH:13][C:14]([N:30]2[CH2:31][CH2:32][N:27]([C:22]3[N:21]=[CH:26][CH:25]=[CH:24][N:23]=3)[CH2:28][CH2:29]2)=[O:18])=[N:11][C:10]2[C:5](=[CH:6][CH:7]=[C:8]([O:19][CH3:20])[CH:9]=2)[N:4]=1. The yield is 0.800. (7) The product is [C:2]([S@@:5](/[N:7]=[CH:8]/[C:10]1[S:14][C:13]([C:15]([O:17][C:18]([CH3:21])([CH3:20])[CH3:19])=[O:16])=[CH:12][CH:11]=1)=[O:6])([CH3:4])([CH3:3])[CH3:1]. The yield is 0.870. The catalyst is C(Cl)Cl.CC(C)[O-].CC(C)[O-].CC(C)[O-].CC(C)[O-].[Ti+4]. The reactants are [CH3:1][C:2]([S@@:5]([NH2:7])=[O:6])([CH3:4])[CH3:3].[CH:8]([C:10]1[S:14][C:13]([C:15]([O:17][C:18]([CH3:21])([CH3:20])[CH3:19])=[O:16])=[CH:12][CH:11]=1)=O.O. (8) The reactants are [OH:1][C:2]1[CH:9]=[CH:8][C:5]([CH:6]=O)=[C:4]([N+:10]([O-:12])=[O:11])[C:3]=1[O:13][CH3:14].II.[NH3:17]. The catalyst is O1CCCC1. The product is [OH:1][C:2]1[CH:9]=[CH:8][C:5]([C:6]#[N:17])=[C:4]([N+:10]([O-:12])=[O:11])[C:3]=1[O:13][CH3:14]. The yield is 0.845.